Dataset: Forward reaction prediction with 1.9M reactions from USPTO patents (1976-2016). Task: Predict the product of the given reaction. (1) Given the reactants [F:1][C:2]([F:14])([CH3:13])[CH2:3][CH2:4][CH2:5][CH2:6][N:7]1[CH:11]=[CH:10][C:9]([NH2:12])=[N:8]1.[C:15]1([C:21]2[O:25][CH:24]=[N:23][C:22]=2[C:26](O)=[O:27])[CH:20]=[CH:19][CH:18]=[CH:17][CH:16]=1, predict the reaction product. The product is: [F:14][C:2]([F:1])([CH3:13])[CH2:3][CH2:4][CH2:5][CH2:6][N:7]1[CH:11]=[CH:10][C:9]([NH:12][C:26]([C:22]2[N:23]=[CH:24][O:25][C:21]=2[C:15]2[CH:16]=[CH:17][CH:18]=[CH:19][CH:20]=2)=[O:27])=[N:8]1. (2) Given the reactants [NH2:1][C:2]1[N:7]=[C:6]([N:8]2[CH2:22][CH2:21][C:11]3([CH2:15][NH:14][C@H:13]([C:16]([O:18]CC)=[O:17])[CH2:12]3)[CH2:10][CH2:9]2)[CH:5]=[C:4]([O:23][CH2:24][C:25]2[CH:30]=[CH:29][C:28]([Cl:31])=[CH:27][C:26]=2[C:32]2[CH:37]=[CH:36][CH:35]=[C:34]([S:38]([CH3:41])(=[O:40])=[O:39])[CH:33]=2)[N:3]=1.[OH-].[Na+], predict the reaction product. The product is: [NH2:1][C:2]1[N:7]=[C:6]([N:8]2[CH2:9][CH2:10][C:11]3([CH2:15][NH:14][C@H:13]([C:16]([OH:18])=[O:17])[CH2:12]3)[CH2:21][CH2:22]2)[CH:5]=[C:4]([O:23][CH2:24][C:25]2[CH:30]=[CH:29][C:28]([Cl:31])=[CH:27][C:26]=2[C:32]2[CH:37]=[CH:36][CH:35]=[C:34]([S:38]([CH3:41])(=[O:39])=[O:40])[CH:33]=2)[N:3]=1. (3) Given the reactants CS[C:3]1[NH:4][CH2:5][CH2:6][C:7]2([C:16]3[C:11](=[CH:12][CH:13]=[CH:14][CH:15]=3)[CH2:10][CH2:9]2)[N:8]=1.[NH2:17][N:18]1[C:22]([C:23](O)=[O:24])=[CH:21][N:20]=[C:19]1[CH:26]1[CH2:31][CH2:30][O:29][CH2:28][CH2:27]1.CN(C(ON1N=NC2C=CC=NC1=2)=[N+](C)C)C.F[P-](F)(F)(F)(F)F.CCN(C(C)C)C(C)C, predict the reaction product. The product is: [O:29]1[CH2:30][CH2:31][CH:26]([C:19]2[N:18]3[C:22]([C:23](=[O:24])[N:4]4[CH2:5][CH2:6][C:7]5([C:16]6[C:11](=[CH:12][CH:13]=[CH:14][CH:15]=6)[CH2:10][CH2:9]5)[NH:8][C:3]4=[N:17]3)=[CH:21][N:20]=2)[CH2:27][CH2:28]1. (4) Given the reactants Br[CH:2]1[CH2:7][CH2:6][CH2:5][CH:4]([C:8]2[CH:13]=[CH:12][CH:11]=[CH:10][CH:9]=2)[C:3]1=O.[CH3:15][O:16][C:17]1[CH:18]=[C:19]([NH:29][C:30]([NH2:32])=[S:31])[CH:20]=[CH:21][C:22]=1[N:23]1[CH:27]=[N:26][C:25]([CH3:28])=[N:24]1, predict the reaction product. The product is: [CH3:15][O:16][C:17]1[CH:18]=[C:19]([NH:29][C:30]2[S:31][C:2]3[CH2:7][CH2:6][CH2:5][CH:4]([C:8]4[CH:13]=[CH:12][CH:11]=[CH:10][CH:9]=4)[C:3]=3[N:32]=2)[CH:20]=[CH:21][C:22]=1[N:23]1[CH:27]=[N:26][C:25]([CH3:28])=[N:24]1. (5) The product is: [F:17][C:18]1[N:22]([CH2:23][O:24][CH2:25][CH2:26][Si:27]([CH3:30])([CH3:29])[CH3:28])[N:21]=[CH:20][C:19]=1[C:2]1[NH:3][C:4]2[N:5]([N:12]=[CH:13][C:14]=2[C:15]#[N:16])[C:6](=[O:11])[C:7]=1[CH:8]([CH3:10])[CH3:9]. Given the reactants Cl[C:2]1[NH:3][C:4]2[N:5]([N:12]=[CH:13][C:14]=2[C:15]#[N:16])[C:6](=[O:11])[C:7]=1[CH:8]([CH3:10])[CH3:9].[F:17][C:18]1[N:22]([CH2:23][O:24][CH2:25][CH2:26][Si:27]([CH3:30])([CH3:29])[CH3:28])[N:21]=[CH:20][C:19]=1B1OC(C)(C)C(C)(C)O1.C([O-])([O-])=O.[Na+].[Na+], predict the reaction product.